Dataset: NCI-60 drug combinations with 297,098 pairs across 59 cell lines. Task: Regression. Given two drug SMILES strings and cell line genomic features, predict the synergy score measuring deviation from expected non-interaction effect. (1) Drug 1: CC12CCC(CC1=CCC3C2CCC4(C3CC=C4C5=CN=CC=C5)C)O. Drug 2: C(CCl)NC(=O)N(CCCl)N=O. Cell line: UACC-257. Synergy scores: CSS=2.26, Synergy_ZIP=-0.673, Synergy_Bliss=-2.87, Synergy_Loewe=-5.58, Synergy_HSA=-4.98. (2) Drug 1: CC1=CC2C(CCC3(C2CCC3(C(=O)C)OC(=O)C)C)C4(C1=CC(=O)CC4)C. Drug 2: CC1=C(C(=CC=C1)Cl)NC(=O)C2=CN=C(S2)NC3=CC(=NC(=N3)C)N4CCN(CC4)CCO. Cell line: SNB-19. Synergy scores: CSS=-3.20, Synergy_ZIP=1.39, Synergy_Bliss=-0.226, Synergy_Loewe=-18.8, Synergy_HSA=-5.73. (3) Drug 1: C1CCC(C1)C(CC#N)N2C=C(C=N2)C3=C4C=CNC4=NC=N3. Drug 2: C1=NC2=C(N1)C(=S)N=C(N2)N. Cell line: RPMI-8226. Synergy scores: CSS=32.4, Synergy_ZIP=3.06, Synergy_Bliss=4.06, Synergy_Loewe=-19.3, Synergy_HSA=0.517. (4) Drug 1: C1=C(C(=O)NC(=O)N1)N(CCCl)CCCl. Drug 2: CCC(=C(C1=CC=CC=C1)C2=CC=C(C=C2)OCCN(C)C)C3=CC=CC=C3.C(C(=O)O)C(CC(=O)O)(C(=O)O)O. Cell line: T-47D. Synergy scores: CSS=10.1, Synergy_ZIP=-9.55, Synergy_Bliss=-6.40, Synergy_Loewe=-6.37, Synergy_HSA=-4.89. (5) Drug 1: COC1=NC(=NC2=C1N=CN2C3C(C(C(O3)CO)O)O)N. Drug 2: C#CCC(CC1=CN=C2C(=N1)C(=NC(=N2)N)N)C3=CC=C(C=C3)C(=O)NC(CCC(=O)O)C(=O)O. Cell line: EKVX. Synergy scores: CSS=3.29, Synergy_ZIP=-2.12, Synergy_Bliss=-3.25, Synergy_Loewe=-0.0622, Synergy_HSA=-1.73. (6) Drug 1: CC1=CC=C(C=C1)C2=CC(=NN2C3=CC=C(C=C3)S(=O)(=O)N)C(F)(F)F. Drug 2: CC(C)NC(=O)C1=CC=C(C=C1)CNNC.Cl. Cell line: SK-OV-3. Synergy scores: CSS=-6.64, Synergy_ZIP=1.03, Synergy_Bliss=-0.277, Synergy_Loewe=-3.13, Synergy_HSA=-2.89. (7) Drug 1: C1=CC(=CC=C1CCC2=CNC3=C2C(=O)NC(=N3)N)C(=O)NC(CCC(=O)O)C(=O)O. Drug 2: C1CCC(C(C1)N)N.C(=O)(C(=O)[O-])[O-].[Pt+4]. Cell line: RXF 393. Synergy scores: CSS=9.93, Synergy_ZIP=-8.05, Synergy_Bliss=-7.93, Synergy_Loewe=-4.34, Synergy_HSA=-3.67. (8) Cell line: MALME-3M. Synergy scores: CSS=4.61, Synergy_ZIP=1.98, Synergy_Bliss=4.54, Synergy_Loewe=0.744, Synergy_HSA=3.32. Drug 2: CC12CCC3C(C1CCC2O)C(CC4=C3C=CC(=C4)O)CCCCCCCCCS(=O)CCCC(C(F)(F)F)(F)F. Drug 1: C1CC(=O)NC(=O)C1N2CC3=C(C2=O)C=CC=C3N. (9) Drug 1: C1=CC(=C2C(=C1NCCNCCO)C(=O)C3=C(C=CC(=C3C2=O)O)O)NCCNCCO. Synergy scores: CSS=33.6, Synergy_ZIP=-10.8, Synergy_Bliss=-2.56, Synergy_Loewe=-33.1, Synergy_HSA=-5.13. Cell line: SK-MEL-28. Drug 2: CC1=C(C(CCC1)(C)C)C=CC(=CC=CC(=CC(=O)O)C)C.